This data is from Forward reaction prediction with 1.9M reactions from USPTO patents (1976-2016). The task is: Predict the product of the given reaction. (1) Given the reactants [Li][CH2:2]CCC.[F:6][C:7]1[C:12]([F:13])=[C:11]([O:14][CH2:15][CH2:16][CH3:17])[CH:10]=[CH:9][C:8]=1[C:18]1[CH:23]=[CH:22][C:21]([C:24]2[Se:25][CH:26]=[CH:27][CH:28]=2)=[CH:20][CH:19]=1.CI.[Cl-].[NH4+].N, predict the reaction product. The product is: [F:6][C:7]1[C:12]([F:13])=[C:11]([O:14][CH2:15][CH2:16][CH3:17])[CH:10]=[CH:9][C:8]=1[C:18]1[CH:23]=[CH:22][C:21]([C:24]2[Se:25][C:26]([CH3:2])=[CH:27][CH:28]=2)=[CH:20][CH:19]=1. (2) The product is: [NH:1]1[CH2:6][CH2:5][CH:4]([CH:7]([CH2:11][S:14][C:12](=[O:15])[CH3:13])[C:8]([OH:10])=[O:9])[CH2:3][CH2:2]1. Given the reactants [NH:1]1[CH2:6][CH2:5][CH:4]([C:7](=[CH2:11])[C:8]([OH:10])=[O:9])[CH2:3][CH2:2]1.[C:12]([OH:15])(=[S:14])[CH3:13].C(O)(C)C, predict the reaction product.